This data is from Forward reaction prediction with 1.9M reactions from USPTO patents (1976-2016). The task is: Predict the product of the given reaction. The product is: [CH2:1]([O:3][C:4]([C:6]12[CH2:13][CH:10]([CH2:11][CH2:12]1)[CH:9]([C:14]([OH:18])=[O:15])[CH2:8][CH2:7]2)=[O:5])[CH3:2]. Given the reactants [CH2:1]([O:3][C:4]([C:6]12[CH2:13][CH:10]([CH2:11][CH2:12]1)[CH:9]([CH:14]=[O:15])[CH2:8][CH2:7]2)=[O:5])[CH3:2].CC(C)=[O:18].OS(O)(=O)=O.O=[Cr](=O)=O, predict the reaction product.